Dataset: Peptide-MHC class I binding affinity with 185,985 pairs from IEDB/IMGT. Task: Regression. Given a peptide amino acid sequence and an MHC pseudo amino acid sequence, predict their binding affinity value. This is MHC class I binding data. (1) The peptide sequence is DEEAINLFH. The MHC is HLA-A23:01 with pseudo-sequence HLA-A23:01. The binding affinity (normalized) is 0.0847. (2) The peptide sequence is IMYDIINSV. The MHC is HLA-B51:01 with pseudo-sequence HLA-B51:01. The binding affinity (normalized) is 0.281. (3) The peptide sequence is RLDKPLWLH. The MHC is HLA-B39:01 with pseudo-sequence HLA-B39:01. The binding affinity (normalized) is 0.0847. (4) The peptide sequence is VMISILNPV. The MHC is HLA-A02:01 with pseudo-sequence HLA-A02:01. The binding affinity (normalized) is 0.677. (5) The MHC is HLA-A02:01 with pseudo-sequence HLA-A02:01. The peptide sequence is QLYLTVSFI. The binding affinity (normalized) is 0.252. (6) The peptide sequence is AEGSRGGSQA. The MHC is HLA-B45:01 with pseudo-sequence HLA-B45:01. The binding affinity (normalized) is 0.508. (7) The peptide sequence is YRTAVCGLY. The MHC is HLA-B15:09 with pseudo-sequence HLA-B15:09. The binding affinity (normalized) is 0.0847. (8) The peptide sequence is LTDEDKQNQ. The MHC is HLA-A24:03 with pseudo-sequence HLA-A24:03. The binding affinity (normalized) is 0.0847. (9) The peptide sequence is FPYEGGKVF. The MHC is HLA-A24:02 with pseudo-sequence HLA-A24:02. The binding affinity (normalized) is 0.0847.